Dataset: CYP3A4 inhibition data for predicting drug metabolism from PubChem BioAssay. Task: Regression/Classification. Given a drug SMILES string, predict its absorption, distribution, metabolism, or excretion properties. Task type varies by dataset: regression for continuous measurements (e.g., permeability, clearance, half-life) or binary classification for categorical outcomes (e.g., BBB penetration, CYP inhibition). Dataset: cyp3a4_veith. (1) The compound is COc1ccccc1Cn1c(=S)[nH]c2cc(C(=O)N3CCN(C)CC3)ccc2c1=O. The result is 0 (non-inhibitor). (2) The compound is CC(C)[C@@H](C(=O)O)N1C(=O)c2ccccc2C1=O. The result is 0 (non-inhibitor).